Dataset: Catalyst prediction with 721,799 reactions and 888 catalyst types from USPTO. Task: Predict which catalyst facilitates the given reaction. (1) Reactant: [NH2:1][CH2:2][CH2:3][NH:4][C:5](=[O:7])[CH3:6].C(N(CC)CC)C.[Br:15][C:16]1[C:17](Cl)=[N:18][C:19]([Cl:22])=[N:20][CH:21]=1. Product: [Br:15][C:16]1[C:17]([NH:1][CH2:2][CH2:3][NH:4][C:5](=[O:7])[CH3:6])=[N:18][C:19]([Cl:22])=[N:20][CH:21]=1. The catalyst class is: 115. (2) Reactant: [CH3:1][NH:2][CH3:3].[Br:4][C:5]1[C:13]2[S:12][C:11]([CH2:14]Br)=[CH:10][C:9]=2[C:8]([F:16])=[C:7]([F:17])[CH:6]=1. Product: [Br:4][C:5]1[C:13]2[S:12][C:11]([CH2:14][N:2]([CH3:3])[CH3:1])=[CH:10][C:9]=2[C:8]([F:16])=[C:7]([F:17])[CH:6]=1. The catalyst class is: 577. (3) Reactant: [CH3:1][C:2]1[CH:7]=[CH:6][C:5]([C:8]2[C:17]3[C:12](=[CH:13][C:14]([C:18](=[O:20])[CH3:19])=[CH:15][CH:16]=3)[C:11]([CH3:22])([CH3:21])[CH2:10][CH:9]=2)=[CH:4][CH:3]=1.[C:23]([C:26]1[CH:33]=[CH:32][C:29]([CH:30]=O)=[CH:28][CH:27]=1)([OH:25])=[O:24].[OH-].[Na+]. Product: [O:20]=[C:18]([C:14]1[CH:15]=[CH:16][C:17]2[C:8]([C:5]3[CH:6]=[CH:7][C:2]([CH3:1])=[CH:3][CH:4]=3)=[CH:9][CH2:10][C:11]([CH3:22])([CH3:21])[C:12]=2[CH:13]=1)[CH:19]=[CH:30][C:29]1[CH:32]=[CH:33][C:26]([C:23]([OH:25])=[O:24])=[CH:27][CH:28]=1. The catalyst class is: 5. (4) Reactant: [Cl:1][C:2]1[CH:7]=[CH:6][C:5]([C:8]2[C:14]3[CH:15]=[CH:16][CH:17]=[CH:18][C:13]=3[N:12]3[C:19]([CH3:22])=[N:20][N:21]=[C:11]3[CH:10]([CH2:23][C:24](O)=[O:25])[CH:9]=2)=[CH:4][CH:3]=1.CN(C(ON1N=NC2C=CC=NC1=2)=[N+](C)C)C.F[P-](F)(F)(F)(F)F.C(N(CC)CC)C.[NH2:58][C:59]1[CH:67]=[CH:66][C:65]2[C:61](=[CH:62][C:63](=[O:68])[N:64]=2)[CH:60]=1. Product: [Cl:1][C:2]1[CH:7]=[CH:6][C:5]([C:8]2[C:14]3[CH:15]=[CH:16][CH:17]=[CH:18][C:13]=3[N:12]3[C:19]([CH3:22])=[N:20][N:21]=[C:11]3[CH:10]([CH2:23][C:24]([NH:58][C:59]3[CH:60]=[C:61]4[C:65](=[CH:66][CH:67]=3)[NH:64][C:63](=[O:68])[CH2:62]4)=[O:25])[CH:9]=2)=[CH:4][CH:3]=1. The catalyst class is: 3. (5) Reactant: [S:1]1[CH:5]=[CH:4][CH:3]=[C:2]1[S:6]([NH:9][C:10]1[CH:11]=[CH:12][CH:13]=[C:14]2[C:18]=1[NH:17][C:16]([C:19]1[S:20][CH:21]=[C:22]([C:24](OCC)=[O:25])[N:23]=1)=[CH:15]2)(=[O:8])=[O:7].O1CCCC1.[H-].[Al+3].[Li+].[H-].[H-].[H-].[Cl-].[NH4+]. Product: [OH:25][CH2:24][C:22]1[N:23]=[C:19]([C:16]2[NH:17][C:18]3[C:14]([CH:15]=2)=[CH:13][CH:12]=[CH:11][C:10]=3[NH:9][S:6]([C:2]2[S:1][CH:5]=[CH:4][CH:3]=2)(=[O:8])=[O:7])[S:20][CH:21]=1. The catalyst class is: 8. (6) Reactant: [C:1]([C:4]1[CH:9]=[N:8][CH:7]=[CH:6][N:5]=1)(=[O:3])[CH3:2].[BrH:10].[Br-].[Br-].[Br-].[NH+]1C=CC=CC=1.[NH+]1C=CC=CC=1.[NH+]1C=CC=CC=1.C(OCC)C. Product: [BrH:10].[Br:10][CH2:2][C:1]([C:4]1[CH:9]=[N:8][CH:7]=[CH:6][N:5]=1)=[O:3]. The catalyst class is: 15. (7) Reactant: [Si:1]([O:18][C:19]1[CH:27]=[C:26]2[C:22]([C:23]([C:28]([F:31])([F:30])[F:29])=[N:24][NH:25]2)=[CH:21][CH:20]=1)([C:14]([CH3:17])([CH3:16])[CH3:15])([C:8]1[CH:13]=[CH:12][CH:11]=[CH:10][CH:9]=1)[C:2]1[CH:7]=[CH:6][CH:5]=[CH:4][CH:3]=1.[CH3:32][C:33]([O:36][C:37](O[C:37]([O:36][C:33]([CH3:35])([CH3:34])[CH3:32])=[O:38])=[O:38])([CH3:35])[CH3:34].C(N(CC)CC)C.C(OCC)(=O)C. Product: [Si:1]([O:18][C:19]1[CH:27]=[C:26]2[C:22]([C:23]([C:28]([F:31])([F:29])[F:30])=[N:24][N:25]2[C:37]([O:36][C:33]([CH3:35])([CH3:34])[CH3:32])=[O:38])=[CH:21][CH:20]=1)([C:14]([CH3:16])([CH3:17])[CH3:15])([C:8]1[CH:13]=[CH:12][CH:11]=[CH:10][CH:9]=1)[C:2]1[CH:7]=[CH:6][CH:5]=[CH:4][CH:3]=1. The catalyst class is: 230.